Task: Predict the reactants needed to synthesize the given product.. Dataset: Full USPTO retrosynthesis dataset with 1.9M reactions from patents (1976-2016) (1) The reactants are: [O:1]=[C:2]1[CH:7]=[CH:6][CH2:5][C:4]2([CH2:12][CH2:11][N:10]([C:13]([O:15][C:16]([CH3:19])([CH3:18])[CH3:17])=[O:14])[CH2:9][CH2:8]2)[N:3]1[CH2:20][C:21]1[CH:29]=[CH:28][CH:27]=[C:26]2[C:22]=1[CH:23]=[CH:24][N:25]2[S:30]([C:33]1[CH:39]=[CH:38][C:36]([CH3:37])=[CH:35][CH:34]=1)(=[O:32])=[O:31]. Given the product [O:1]=[C:2]1[CH2:7][CH2:6][CH2:5][C:4]2([CH2:12][CH2:11][N:10]([C:13]([O:15][C:16]([CH3:18])([CH3:17])[CH3:19])=[O:14])[CH2:9][CH2:8]2)[N:3]1[CH2:20][C:21]1[CH:29]=[CH:28][CH:27]=[C:26]2[C:22]=1[CH:23]=[CH:24][N:25]2[S:30]([C:33]1[CH:39]=[CH:38][C:36]([CH3:37])=[CH:35][CH:34]=1)(=[O:32])=[O:31], predict the reactants needed to synthesize it. (2) Given the product [ClH:25].[F:24][C:17]1[CH:16]=[CH:15][C:13]2[CH2:14][NH:8][CH2:9][CH2:10][O:11][C:12]=2[C:18]=1[C:19]1[CH:23]=[CH:22][O:21][CH:20]=1, predict the reactants needed to synthesize it. The reactants are: C([N:8]1[CH2:14][C:13]2[CH:15]=[CH:16][C:17]([F:24])=[C:18]([C:19]3[CH:23]=[CH:22][O:21][CH:20]=3)[C:12]=2[O:11][CH2:10][CH2:9]1)C1C=CC=CC=1.[Cl:25]C(OC(Cl)C)=O. (3) Given the product [N+:8]([C:7]1[C:2]([NH:17][C:14]2[CH:15]=[CH:16][C:11]([NH2:18])=[CH:12][CH:13]=2)=[N:3][CH:4]=[N:5][CH:6]=1)([O-:10])=[O:9], predict the reactants needed to synthesize it. The reactants are: Cl[C:2]1[C:7]([N+:8]([O-:10])=[O:9])=[CH:6][N:5]=[CH:4][N:3]=1.[C:11]1([NH2:18])[CH:16]=[CH:15][C:14]([NH2:17])=[CH:13][CH:12]=1. (4) Given the product [Cl:18][C:19]1[CH:20]=[N:21][N:22]([C:2]2[CH:7]=[C:6]([CH3:8])[C:5]([C:9]3[C:10](=[O:16])[CH2:11][CH2:12][C:13]=3[O:14][CH3:15])=[C:4]([CH3:17])[CH:3]=2)[CH:23]=1, predict the reactants needed to synthesize it. The reactants are: Br[C:2]1[CH:7]=[C:6]([CH3:8])[C:5]([C:9]2[C:10](=[O:16])[CH2:11][CH2:12][C:13]=2[O:14][CH3:15])=[C:4]([CH3:17])[CH:3]=1.[Cl:18][C:19]1[CH:20]=[N:21][NH:22][CH:23]=1.C(=O)([O-])[O-].[K+].[K+].NCCN.IC. (5) Given the product [CH3:1][N:2]1[C:6]([N:7]([CH2:30][CH2:31][C:32]2[CH:33]=[CH:34][C:35]([C:38]([F:39])([F:40])[F:41])=[CH:36][CH:37]=2)[C:8](=[O:17])[C:9](=[O:16])[C:10]2[CH:11]=[CH:12][CH:13]=[CH:14][CH:15]=2)=[CH:5][C:4]([CH3:18])=[N:3]1, predict the reactants needed to synthesize it. The reactants are: [CH3:1][N:2]1[C:6]([NH:7][C:8](=[O:17])[C:9](=[O:16])[C:10]2[CH:15]=[CH:14][CH:13]=[CH:12][CH:11]=2)=[CH:5][C:4]([CH3:18])=[N:3]1.C[Si]([N-][Si](C)(C)C)(C)C.[K+].Br[CH2:30][CH2:31][C:32]1[CH:37]=[CH:36][C:35]([C:38]([F:41])([F:40])[F:39])=[CH:34][CH:33]=1.C(=O)([O-])[O-].[Cs+].[Cs+]. (6) Given the product [CH:1]1([CH2:4][O:5][C:6]2[C:11]([O:12][CH3:13])=[CH:10][CH:9]=[CH:8][C:7]=2/[CH:14]=[CH:15]/[C:16]2[N:17]=[C:18]3[S:25][C:24]([CH3:26])=[CH:23][N:19]3[C:20](=[O:22])[C:21]=2[I:27])[CH2:3][CH2:2]1, predict the reactants needed to synthesize it. The reactants are: [CH:1]1([CH2:4][O:5][C:6]2[C:11]([O:12][CH3:13])=[CH:10][CH:9]=[CH:8][C:7]=2/[CH:14]=[CH:15]/[C:16]2[N:17]=[C:18]3[S:25][C:24]([CH3:26])=[CH:23][N:19]3[C:20](=[O:22])[CH:21]=2)[CH2:3][CH2:2]1.[I:27]N1C(=O)CCC1=O. (7) Given the product [Br:1][C:2]1[C:12]2[C:13]3[C:5]([CH2:6][CH:7]([O:14][Si:16]([C:29]([CH3:32])([CH3:31])[CH3:30])([C:23]4[CH:24]=[CH:25][CH:26]=[CH:27][CH:28]=4)[C:17]4[CH:22]=[CH:21][CH:20]=[CH:19][CH:18]=4)[C:8]=3[CH:9]=[CH:10][CH:11]=2)=[CH:4][CH:3]=1, predict the reactants needed to synthesize it. The reactants are: [Br:1][C:2]1[C:12]2[C:13]3[C:5]([CH2:6][CH:7]([OH:14])[C:8]=3[CH:9]=[CH:10][CH:11]=2)=[CH:4][CH:3]=1.Cl[Si:16]([C:29]([CH3:32])([CH3:31])[CH3:30])([C:23]1[CH:28]=[CH:27][CH:26]=[CH:25][CH:24]=1)[C:17]1[CH:22]=[CH:21][CH:20]=[CH:19][CH:18]=1.N1C=CN=C1. (8) Given the product [CH2:1]([O:8][C@@H:9]1[C@@H:17]([C:18](=[N:38][S:36]([C:33]([CH3:35])([CH3:34])[CH3:32])=[O:37])[CH3:19])[O:16][C@H:15]2[C@H:11]([N:12]=[C:13]([N:21]([CH3:22])[CH3:23])[S:14]2)[C@H:10]1[O:24][CH2:25][C:26]1[CH:27]=[CH:28][CH:29]=[CH:30][CH:31]=1)[C:2]1[CH:3]=[CH:4][CH:5]=[CH:6][CH:7]=1, predict the reactants needed to synthesize it. The reactants are: [CH2:1]([O:8][C@@H:9]1[C@@H:17]([C:18](=O)[CH3:19])[O:16][C@H:15]2[C@H:11]([N:12]=[C:13]([N:21]([CH3:23])[CH3:22])[S:14]2)[C@H:10]1[O:24][CH2:25][C:26]1[CH:31]=[CH:30][CH:29]=[CH:28][CH:27]=1)[C:2]1[CH:7]=[CH:6][CH:5]=[CH:4][CH:3]=1.[CH3:32][C:33]([S:36]([NH2:38])=[O:37])([CH3:35])[CH3:34]. (9) Given the product [NH2:26][C:4]1[N:3]=[C:2]([C:34]2[CH:33]=[CH:32][C:29]([C:30]#[N:31])=[C:28]([F:27])[CH:35]=2)[CH:7]=[C:6]([N:8]2[CH2:13][CH2:12][O:11][CH:10]([C:14]3[NH:15][CH:16]=[C:17]([C:19]4[CH:24]=[CH:23][CH:22]=[C:21]([Cl:25])[CH:20]=4)[N:18]=3)[CH2:9]2)[N:5]=1, predict the reactants needed to synthesize it. The reactants are: Cl[C:2]1[CH:7]=[C:6]([N:8]2[CH2:13][CH2:12][O:11][CH:10]([C:14]3[NH:15][CH:16]=[C:17]([C:19]4[CH:24]=[CH:23][CH:22]=[C:21]([Cl:25])[CH:20]=4)[N:18]=3)[CH2:9]2)[N:5]=[C:4]([NH2:26])[N:3]=1.[F:27][C:28]1[CH:35]=[C:34](B2OC(C)(C)C(C)(C)O2)[CH:33]=[CH:32][C:29]=1[C:30]#[N:31].C([O-])([O-])=O.[Na+].[Na+]. (10) Given the product [Cl:32][C:29]1[CH:28]=[CH:27][C:26]([C:24]2[CH:23]=[C:22]([C:33]([F:34])([F:35])[F:36])[N:21]=[C:20]([C:18]3[CH:17]=[CH:16][N:15]=[C:14]([C:11]4[S:10][C:9]([S:6]([NH2:5])(=[O:7])=[O:8])=[CH:13][CH:12]=4)[CH:19]=3)[N:25]=2)=[CH:31][CH:30]=1, predict the reactants needed to synthesize it. The reactants are: C([NH:5][S:6]([C:9]1[S:10][C:11]([C:14]2[CH:19]=[C:18]([C:20]3[N:25]=[C:24]([C:26]4[CH:31]=[CH:30][C:29]([Cl:32])=[CH:28][CH:27]=4)[CH:23]=[C:22]([C:33]([F:36])([F:35])[F:34])[N:21]=3)[CH:17]=[CH:16][N:15]=2)=[CH:12][CH:13]=1)(=[O:8])=[O:7])(C)(C)C.C(O)(C(F)(F)F)=O.